This data is from Peptide-MHC class I binding affinity with 185,985 pairs from IEDB/IMGT. The task is: Regression. Given a peptide amino acid sequence and an MHC pseudo amino acid sequence, predict their binding affinity value. This is MHC class I binding data. (1) The peptide sequence is FHAPPPSVC. The MHC is HLA-A26:01 with pseudo-sequence HLA-A26:01. The binding affinity (normalized) is 0.0847. (2) The peptide sequence is HMLDMYSVM. The MHC is HLA-A26:01 with pseudo-sequence HLA-A26:01. The binding affinity (normalized) is 0.380. (3) The peptide sequence is QLQKIERWF. The MHC is HLA-B48:01 with pseudo-sequence HLA-B48:01. The binding affinity (normalized) is 0.0847. (4) The peptide sequence is VPQYGYLTL. The MHC is HLA-B35:01 with pseudo-sequence HLA-B35:01. The binding affinity (normalized) is 0.279.